Predict which catalyst facilitates the given reaction. From a dataset of Catalyst prediction with 721,799 reactions and 888 catalyst types from USPTO. (1) Reactant: [C:1]1([CH3:11])[CH:6]=[CH:5][C:4]([S:7](Cl)(=[O:9])=[O:8])=[CH:3][CH:2]=1.[C:12]([C:14]1[C:20]([C:21]#[N:22])=[C:19]([OH:23])[CH:18]=[CH:17][C:15]=1[OH:16])#[N:13].C(=O)([O-])[O-].[K+].[K+]. Product: [CH3:11][C:1]1[CH:6]=[CH:5][C:4]([S:7]([O:23][C:19]2[CH:18]=[CH:17][C:15]([O:16][S:7]([C:4]3[CH:5]=[CH:6][C:1]([CH3:11])=[CH:2][CH:3]=3)(=[O:9])=[O:8])=[C:14]([C:12]#[N:13])[C:20]=2[C:21]#[N:22])(=[O:9])=[O:8])=[CH:3][CH:2]=1. The catalyst class is: 21. (2) Reactant: [CH3:1][C:2]1[CH:7]=[CH:6][CH:5]=[CH:4][N:3]=1.[Li]CCCC.[Cl:13][C:14]1[CH:15]=[CH:16][C:17](/[C:20](/[C:28]2[CH:33]=[C:32]([C:34]([F:37])([F:36])[F:35])[CH:31]=[C:30]([F:38])[CH:29]=2)=[N:21]\[S@@:22]([C:24]([CH3:27])([CH3:26])[CH3:25])=[O:23])=[N:18][CH:19]=1. Product: [Cl:13][C:14]1[CH:15]=[CH:16][C:17]([C@@:20]([NH:21][S@:22]([C:24]([CH3:27])([CH3:26])[CH3:25])=[O:23])([C:28]2[CH:33]=[C:32]([C:34]([F:37])([F:36])[F:35])[CH:31]=[C:30]([F:38])[CH:29]=2)[CH2:1][C:2]2[CH:7]=[CH:6][CH:5]=[CH:4][N:3]=2)=[N:18][CH:19]=1. The catalyst class is: 1. (3) Reactant: [OH:1][C:2]1[CH:3]=[C:4]([C:17]([O:19][CH2:20][CH3:21])=[O:18])[CH:5]=[C:6]2[C:10]=1[N:9]([CH:11]1[CH2:16][CH2:15][CH2:14][CH2:13][O:12]1)[N:8]=[CH:7]2.[C:22]([O-])([O-])=O.[K+].[K+].IC. Product: [CH3:22][O:1][C:2]1[CH:3]=[C:4]([C:17]([O:19][CH2:20][CH3:21])=[O:18])[CH:5]=[C:6]2[C:10]=1[N:9]([CH:11]1[CH2:16][CH2:15][CH2:14][CH2:13][O:12]1)[N:8]=[CH:7]2. The catalyst class is: 21.